From a dataset of Forward reaction prediction with 1.9M reactions from USPTO patents (1976-2016). Predict the product of the given reaction. (1) The product is: [CH:45]1[C:46]2[C:41](=[N:40][C:39]3[C:48]([C:47]=2[NH:49][C:50]2[CH:51]=[C:52]([NH:57][C:27]([NH:12][C:9]4[CH:10]=[CH:11][C:6]([N:5]([CH2:13][CH2:14][Cl:15])[CH2:4][CH2:3][Cl:2])=[CH:7][CH:8]=4)=[O:33])[CH:53]=[C:54]([CH3:56])[CH:55]=2)=[CH:35][CH:36]=[CH:37][CH:38]=3)[CH:42]=[CH:43][CH:44]=1. Given the reactants Cl.[Cl:2][CH2:3][CH2:4][N:5]([CH2:13][CH2:14][Cl:15])[C:6]1[CH:11]=[CH:10][C:9]([NH2:12])=[CH:8][CH:7]=1.CCN(CC)CC.ClC(Cl)(O[C:27](=[O:33])OC(Cl)(Cl)Cl)Cl.[CH:35]1[C:48]2[C:39](=[N:40][C:41]3[C:46]([C:47]=2[NH:49][C:50]2[CH:55]=[C:54]([CH3:56])[CH:53]=[C:52]([NH2:57])[CH:51]=2)=[CH:45][CH:44]=[CH:43][CH:42]=3)[CH:38]=[CH:37][CH:36]=1, predict the reaction product. (2) Given the reactants Cl[C:2]1[C:7]([C:8]([F:11])([F:10])[F:9])=[CH:6][N:5]=[C:4]([NH:12][C:13]2[CH:18]=[CH:17][C:16]([CH:19]3[CH2:24][CH2:23][N:22](C(OC(C)(C)C)=O)[CH2:21][CH2:20]3)=[CH:15][C:14]=2[CH2:32][CH3:33])[N:3]=1.[C:34]([C:36]1[CH:41]=[CH:40][CH:39]=[CH:38][C:37]=1[CH2:42][C:43]([O:45]C)=O)#[CH:35].C1(P(C2C=CC=CC=2)C2C=CC=CC=2)C=CC=CC=1.C([N:68](CC)CC)C, predict the reaction product. The product is: [CH2:32]([C:14]1[CH:15]=[C:16]([CH:19]2[CH2:24][CH2:23][NH:22][CH2:21][CH2:20]2)[CH:17]=[CH:18][C:13]=1[NH:12][C:4]1[N:3]=[C:2]([CH2:35][CH2:34][C:36]2[CH:41]=[CH:40][CH:39]=[CH:38][C:37]=2[CH2:42][C:43]([NH2:68])=[O:45])[C:7]([C:8]([F:9])([F:11])[F:10])=[CH:6][N:5]=1)[CH3:33]. (3) The product is: [CH3:35][C:24]1[CH:23]=[C:22]([O:10][CH2:9][C:8]2[C:4]([CH2:1][CH2:2][CH3:3])=[N:5][N:6]([C:11]3[CH:16]=[CH:15][C:14]([C:17]([F:19])([F:18])[F:20])=[CH:13][N:12]=3)[CH:7]=2)[CH:27]=[CH:26][C:25]=1[CH2:28][CH2:29][C:30]([OH:32])=[O:31]. Given the reactants [CH2:1]([C:4]1[C:8]([CH2:9][OH:10])=[CH:7][N:6]([C:11]2[CH:16]=[CH:15][C:14]([C:17]([F:20])([F:19])[F:18])=[CH:13][N:12]=2)[N:5]=1)[CH2:2][CH3:3].O[C:22]1[CH:27]=[CH:26][C:25]([CH2:28][CH2:29][C:30]([O:32]CC)=[O:31])=[C:24]([CH3:35])[CH:23]=1.C1(P(C2C=CC=CC=2)C2C=CC=CC=2)C=CC=CC=1.N(C(OCC)=O)=NC(OCC)=O, predict the reaction product. (4) Given the reactants [F:1][C:2]1[CH:20]=[C:19]([I:21])[CH:18]=[CH:17][C:3]=1[NH:4][C:5]1[C:6]([C:12]([O:14][CH2:15][CH3:16])=[O:13])=[CH:7][NH:8][C:9](=[O:11])[CH:10]=1.[H-].[Na+].Br[CH2:25][CH2:26][CH3:27], predict the reaction product. The product is: [F:1][C:2]1[CH:20]=[C:19]([I:21])[CH:18]=[CH:17][C:3]=1[NH:4][C:5]1[C:6]([C:12]([O:14][CH2:15][CH3:16])=[O:13])=[CH:7][N:8]([CH2:25][CH2:26][CH3:27])[C:9](=[O:11])[CH:10]=1. (5) The product is: [CH3:24][N:9]1[C:10]2[C:15](=[CH:14][C:13]([C:20]([F:23])([F:22])[F:21])=[CH:12][CH:11]=2)[C:16]([CH3:19])([CH3:18])[CH2:17][CH:8]1[C:4]1[CH:3]=[C:2]([NH:25][C:26]2([C:29]([OH:31])=[O:30])[CH2:28][CH2:27]2)[CH:7]=[CH:6][CH:5]=1. Given the reactants Br[C:2]1[CH:3]=[C:4]([CH:8]2[CH2:17][C:16]([CH3:19])([CH3:18])[C:15]3[C:10](=[CH:11][CH:12]=[C:13]([C:20]([F:23])([F:22])[F:21])[CH:14]=3)[N:9]2[CH3:24])[CH:5]=[CH:6][CH:7]=1.[NH2:25][C:26]1([C:29]([OH:31])=[O:30])[CH2:28][CH2:27]1.C(=O)([O-])[O-].[K+].[K+], predict the reaction product. (6) Given the reactants Cl.Cl[CH2:3][C:4]([C:6]1[CH:7]=[N:8][CH:9]=[CH:10][C:11]=1[CH3:12])=[O:5].[Cl:13][C:14]1[CH:22]=[CH:21][C:17]([C:18]([OH:20])=[O:19])=[CH:16][CH:15]=1.C(=O)([O-])[O-].[K+].[K+], predict the reaction product. The product is: [CH3:12][C:11]1[CH:10]=[CH:9][N:8]=[CH:7][C:6]=1[C:4](=[O:5])[CH2:3][O:20][C:18](=[O:19])[C:17]1[CH:21]=[CH:22][C:14]([Cl:13])=[CH:15][CH:16]=1.